From a dataset of Forward reaction prediction with 1.9M reactions from USPTO patents (1976-2016). Predict the product of the given reaction. Given the reactants C[O:2][C:3]1[CH:8]=[CH:7][CH:6]=[CH:5][C:4]=1[C:9]1[CH:14]=[CH:13][C:12]([B:15]([OH:17])[OH:16])=[CH:11][CH:10]=1.B(Br)(Br)Br.CO, predict the reaction product. The product is: [OH:2][C:3]1[CH:8]=[CH:7][CH:6]=[CH:5][C:4]=1[C:9]1[CH:14]=[CH:13][C:12]([B:15]([OH:17])[OH:16])=[CH:11][CH:10]=1.